From a dataset of Peptide-MHC class I binding affinity with 185,985 pairs from IEDB/IMGT. Regression. Given a peptide amino acid sequence and an MHC pseudo amino acid sequence, predict their binding affinity value. This is MHC class I binding data. (1) The peptide sequence is SYGFRLGFL. The MHC is HLA-A30:01 with pseudo-sequence HLA-A30:01. The binding affinity (normalized) is 0.372. (2) The peptide sequence is FIRIIRPDY. The MHC is HLA-A68:01 with pseudo-sequence HLA-A68:01. The binding affinity (normalized) is 0.257. (3) The peptide sequence is KMIDGIGRF. The MHC is HLA-C15:02 with pseudo-sequence HLA-C15:02. The binding affinity (normalized) is 0.0847. (4) The peptide sequence is AEWDRVHPV. The MHC is HLA-A33:01 with pseudo-sequence HLA-A33:01. The binding affinity (normalized) is 0.